From a dataset of Full USPTO retrosynthesis dataset with 1.9M reactions from patents (1976-2016). Predict the reactants needed to synthesize the given product. (1) Given the product [CH2:14]([N:1]1[C:5]2[CH:6]=[CH:7][CH:8]=[CH:9][C:4]=2[NH:3][CH:2]1[CH2:10][C:11]#[N:12])[CH2:15][CH3:16], predict the reactants needed to synthesize it. The reactants are: [N:1]1[C:5]2[CH:6]=[CH:7][CH:8]=[CH:9][C:4]=2[NH:3][C:2]=1[CH2:10][C:11]#[N:12].Br[CH2:14][CH2:15][CH3:16]. (2) Given the product [CH3:25][C:26]1[C:27]([C:28]2[O:1][N:2]=[C:3]([C:5]3[CH:13]=[CH:12][C:11]4[N:10]5[CH2:14][CH2:15][CH:16]([CH2:17][C:18]([OH:20])=[O:19])[C:9]5=[CH:8][C:7]=4[CH:6]=3)[N:4]=2)=[CH:31][CH:32]=[CH:33][N:34]=1, predict the reactants needed to synthesize it. The reactants are: [OH:1][N:2]=[C:3]([C:5]1[CH:13]=[CH:12][C:11]2[N:10]3[CH2:14][CH2:15][CH:16]([CH2:17][C:18]([O:20]C(C)(C)C)=[O:19])[C:9]3=[CH:8][C:7]=2[CH:6]=1)[NH2:4].[CH3:25][C:26]1[N:34]=[CH:33][CH:32]=[CH:31][C:27]=1[C:28](O)=O. (3) Given the product [O:1]1[CH:5]=[CH:4][CH:3]=[C:2]1[C:6]1[C:8]2[CH2:14][CH2:13][O:12][C:11]3[CH:15]=[C:16]([N:19]4[CH2:23][C@H:22]([CH2:24][NH:25][C:26](=[O:28])[CH3:27])[O:21][C:20]4=[O:29])[CH:17]=[CH:18][C:10]=3[C:9]=2[NH:33][N:32]=1, predict the reactants needed to synthesize it. The reactants are: [O:1]1[CH:5]=[CH:4][CH:3]=[C:2]1[C:6]([CH:8]1[CH2:14][CH2:13][O:12][C:11]2[CH:15]=[C:16]([N:19]3[CH2:23][C@H:22]([CH2:24][NH:25][C:26](=[O:28])[CH3:27])[O:21][C:20]3=[O:29])[CH:17]=[CH:18][C:10]=2[C:9]1=O)=O.O.[NH2:32][NH2:33]. (4) The reactants are: [OH:1][C:2]1[CH:7]=[CH:6][C:5]([C:8](=[C:23]2[CH2:28][C:27]([CH3:30])([CH3:29])[CH2:26][C:25]([CH3:32])([CH3:31])[CH2:24]2)[C:9]2[CH:14]=[CH:13][C:12]([C:15]#[C:16][CH2:17][CH2:18][C:19]([O:21]C)=[O:20])=[CH:11][CH:10]=2)=[CH:4][CH:3]=1.[OH-].[Na+].Cl. Given the product [OH:1][C:2]1[CH:7]=[CH:6][C:5]([C:8](=[C:23]2[CH2:28][C:27]([CH3:30])([CH3:29])[CH2:26][C:25]([CH3:32])([CH3:31])[CH2:24]2)[C:9]2[CH:14]=[CH:13][C:12]([C:15]#[C:16][CH2:17][CH2:18][C:19]([OH:21])=[O:20])=[CH:11][CH:10]=2)=[CH:4][CH:3]=1, predict the reactants needed to synthesize it. (5) The reactants are: [NH2:1][CH2:2][CH:3]([C:19]1[C:20]([CH3:36])=[C:21]([NH:25][C:26](=[O:35])[O:27][CH2:28][C:29]2[CH:34]=[CH:33][CH:32]=[CH:31][CH:30]=2)[CH:22]=[CH:23][CH:24]=1)[C:4]1[C:12]2[C:7](=[CH:8][C:9]([O:13][CH:14]3[CH2:18][CH2:17][O:16][CH2:15]3)=[CH:10][CH:11]=2)[NH:6][CH:5]=1.O=[CH:38][C:39]([O:41][CH2:42][CH3:43])=[O:40].C1(C)C=CC=CC=1.Cl.O1CCOCC1. Given the product [CH2:28]([O:27][C:26]([NH:25][C:21]1[C:20]([CH3:36])=[C:19]([C:3]2[C:4]3[C:12]4[C:7](=[CH:8][C:9]([O:13][CH:14]5[CH2:18][CH2:17][O:16][CH2:15]5)=[CH:10][CH:11]=4)[NH:6][C:5]=3[C:38]([C:39]([O:41][CH2:42][CH3:43])=[O:40])=[N:1][CH:2]=2)[CH:24]=[CH:23][CH:22]=1)=[O:35])[C:29]1[CH:34]=[CH:33][CH:32]=[CH:31][CH:30]=1, predict the reactants needed to synthesize it.